From a dataset of Forward reaction prediction with 1.9M reactions from USPTO patents (1976-2016). Predict the product of the given reaction. (1) Given the reactants [CH2:1]=[CH:2][C:3]1[CH:8]=[CH:7][CH:6]=[CH:5][CH:4]=1.[C:9]([O:13][CH2:14][CH2:15][CH2:16][CH3:17])(=[O:12])[CH:10]=[CH2:11].C(S)CCCCCCCCCCC, predict the reaction product. The product is: [CH2:1]=[CH:2][C:3]1[CH:8]=[CH:7][CH:6]=[CH:5][CH:4]=1.[C:9]([O:13][CH2:14][CH2:15][CH2:16][CH3:17])(=[O:12])[CH:10]=[CH2:11]. (2) The product is: [CH3:32][N:29]1[CH:30]=[CH:31][C:27]([NH:26][C:8]([C:10]2[C:15]([NH:16][C:17]3[CH:18]=[N:19][CH:20]=[CH:21][CH:22]=3)=[CH:14][CH:13]=[C:12]([CH:23]3[CH2:24][CH2:25]3)[N:11]=2)=[O:9])=[N:28]1. Given the reactants [Al](C)(C)C.C(O[C:8]([C:10]1[C:15]([NH:16][C:17]2[CH:18]=[N:19][CH:20]=[CH:21][CH:22]=2)=[CH:14][CH:13]=[C:12]([CH:23]2[CH2:25][CH2:24]2)[N:11]=1)=[O:9])C.[NH2:26][C:27]1[CH:31]=[CH:30][N:29]([CH3:32])[N:28]=1, predict the reaction product. (3) The product is: [CH3:20][O:19][C:16]1[CH:17]=[CH:18][C:13]([NH:12][CH:9]2[CH2:8][CH2:7][N:6]([C@H:4]([CH3:5])[CH2:3][CH2:2][NH:1][C:28]([C:27]3[C:22]([CH3:21])=[N:23][CH:24]=[N:25][C:26]=3[CH3:31])=[O:29])[CH2:11][CH2:10]2)=[CH:14][CH:15]=1. Given the reactants [NH2:1][CH2:2][CH2:3][C@H:4]([N:6]1[CH2:11][CH2:10][CH:9]([NH:12][C:13]2[CH:18]=[CH:17][C:16]([O:19][CH3:20])=[CH:15][CH:14]=2)[CH2:8][CH2:7]1)[CH3:5].[CH3:21][C:22]1[C:27]([C:28](O)=[O:29])=[C:26]([CH3:31])[N:25]=[CH:24][N:23]=1, predict the reaction product. (4) Given the reactants [N:1]1[CH:6]=[CH:5][CH:4]=[CH:3][C:2]=1[CH2:7][CH2:8][OH:9].[Cl:10][C:11]1[CH:32]=[CH:31][CH:30]=[C:29]([Cl:33])[C:12]=1[C:13]([NH:15][C@H:16]([C:25]([O:27][CH3:28])=[O:26])[CH2:17][C:18]1[CH:23]=[CH:22][C:21](O)=[CH:20][CH:19]=1)=[O:14].C1(P(C2C=CC=CC=2)C2C=CC=CC=2)C=CC=CC=1, predict the reaction product. The product is: [Cl:10][C:11]1[CH:32]=[CH:31][CH:30]=[C:29]([Cl:33])[C:12]=1[C:13]([NH:15][C@H:16]([C:25]([O:27][CH3:28])=[O:26])[CH2:17][C:18]1[CH:19]=[CH:20][C:21]([O:9][CH2:8][CH2:7][C:2]2[CH:3]=[CH:4][CH:5]=[CH:6][N:1]=2)=[CH:22][CH:23]=1)=[O:14]. (5) Given the reactants [C:1]1(=[O:25])[N:5](COC[N:5]2[C:1](=[O:25])[C:2]3=[CH:24][CH:23]=[CH:22][CH:21]=[C:3]3[C:4]2=[O:20])[C:4](=[O:20])[C:3]2=[CH:21][CH:22]=[CH:23][CH:24]=[C:2]12.[C:26]([O:29][C:30](=[O:32])[CH3:31])(=O)C, predict the reaction product. The product is: [C:30]([O:29][CH2:26][N:5]1[C:4](=[O:20])[C:3]2=[CH:21][CH:22]=[CH:23][CH:24]=[C:2]2[C:1]1=[O:25])(=[O:32])[CH3:31]. (6) Given the reactants [N:1]1([C:7]2[NH:8][C:9]([C:12]([O:14][CH3:15])=[O:13])=[N:10][N:11]=2)[CH2:6][CH2:5][NH:4][CH2:3][CH2:2]1.[O:16](C(OC(C)(C)C)=O)[C:17]([O:19][C:20]([CH3:23])([CH3:22])[CH3:21])=O.CCN(C(C)C)C(C)C, predict the reaction product. The product is: [CH3:15][O:14][C:12]([C:9]1[NH:8][C:7]([N:1]2[CH2:6][CH2:5][N:4]([C:17]([O:19][C:20]([CH3:23])([CH3:22])[CH3:21])=[O:16])[CH2:3][CH2:2]2)=[N:11][N:10]=1)=[O:13]. (7) Given the reactants C([Li])(C)(C)C.Br[C:7]1[CH:16]=[CH:15][C:14]2[C:9](=[CH:10][CH:11]=[C:12]([O:17][CH3:18])[CH:13]=2)[CH:8]=1.C(O[B:23]1[O:27][C:26]([CH3:29])([CH3:28])[C:25]([CH3:31])([CH3:30])[O:24]1)(C)C, predict the reaction product. The product is: [CH3:18][O:17][C:12]1[CH:13]=[C:14]2[C:9](=[CH:10][CH:11]=1)[CH:8]=[C:7]([B:23]1[O:27][C:26]([CH3:29])([CH3:28])[C:25]([CH3:31])([CH3:30])[O:24]1)[CH:16]=[CH:15]2. (8) Given the reactants [Li+].[OH-].[C:3]([O:7][C:8]([N:10]1[CH2:14][C@H:13]([F:15])[CH2:12][C@H:11]1[C:16]([NH:18][CH2:19][C:20]1[CH:25]=[C:24]([C:26]2[CH:31]=[CH:30][C:29]([C:32]([F:35])([F:34])[F:33])=[CH:28][CH:27]=2)[N:23]=[CH:22][C:21]=1[C:36]([O:38]C)=[O:37])=[O:17])=[O:9])([CH3:6])([CH3:5])[CH3:4], predict the reaction product. The product is: [C:3]([O:7][C:8]([N:10]1[CH2:14][C@H:13]([F:15])[CH2:12][C@H:11]1[C:16]([NH:18][CH2:19][C:20]1[CH:25]=[C:24]([C:26]2[CH:27]=[CH:28][C:29]([C:32]([F:34])([F:35])[F:33])=[CH:30][CH:31]=2)[N:23]=[CH:22][C:21]=1[C:36]([OH:38])=[O:37])=[O:17])=[O:9])([CH3:6])([CH3:4])[CH3:5]. (9) Given the reactants Cl[C:2]1[N:3]=[C:4]([N:24]2[CH2:29][CH2:28][O:27][CH2:26][CH2:25]2)[C:5]2[N:11]=[C:10]([CH2:12][N:13]3[CH2:16][CH:15]([N:17]4[CH2:22][CH2:21][NH:20][C:19](=[O:23])[CH2:18]4)[CH2:14]3)[CH:9]=[CH:8][C:6]=2[N:7]=1.[Si]([N:37]1[C:45]2[C:40](=[C:41](B3OC(C)(C)C(C)(C)O3)[C:42]([F:46])=[CH:43][CH:44]=2)[CH:39]=[CH:38]1)(C(C)(C)C)(C)C, predict the reaction product. The product is: [F:46][C:42]1[C:41]([C:2]2[N:3]=[C:4]([N:24]3[CH2:29][CH2:28][O:27][CH2:26][CH2:25]3)[C:5]3[N:11]=[C:10]([CH2:12][N:13]4[CH2:16][CH:15]([N:17]5[CH2:22][CH2:21][NH:20][C:19](=[O:23])[CH2:18]5)[CH2:14]4)[CH:9]=[CH:8][C:6]=3[N:7]=2)=[C:40]2[C:45](=[CH:44][CH:43]=1)[NH:37][CH:38]=[CH:39]2.